Dataset: Reaction yield outcomes from USPTO patents with 853,638 reactions. Task: Predict the reaction yield, written as a fraction of the theoretical maximum amount of product (1.0 means a 100% yield; for example, 0.34 means a 34% yield). (1) The product is [NH2:1][C:2]1[C:3](=[O:10])[N:4]([CH3:9])[CH:5]=[C:6]([C:24]2[C:23]([CH3:37])=[C:22]([NH:21][C:19](=[O:20])[C:18]3[CH:17]=[CH:16][C:15]([C:11]([CH3:12])([CH3:13])[CH3:14])=[CH:39][CH:38]=3)[CH:27]=[CH:26][CH:25]=2)[CH:7]=1. The catalyst is COCCOC.C([O-])([O-])=O.[Na+].[Na+].C1C=CC([P]([Pd]([P](C2C=CC=CC=2)(C2C=CC=CC=2)C2C=CC=CC=2)([P](C2C=CC=CC=2)(C2C=CC=CC=2)C2C=CC=CC=2)[P](C2C=CC=CC=2)(C2C=CC=CC=2)C2C=CC=CC=2)(C2C=CC=CC=2)C2C=CC=CC=2)=CC=1. The yield is 0.680. The reactants are [NH2:1][C:2]1[C:3](=[O:10])[N:4]([CH3:9])[CH:5]=[C:6](Br)[CH:7]=1.[C:11]([C:15]1[CH:39]=[CH:38][C:18]([C:19]([NH:21][C:22]2[CH:27]=[CH:26][CH:25]=[C:24](B3OC(C)(C)C(C)(C)O3)[C:23]=2[CH3:37])=[O:20])=[CH:17][CH:16]=1)([CH3:14])([CH3:13])[CH3:12]. (2) The reactants are C(OC([N:11]1[CH2:15][CH:14]2[CH:16]([OH:20])[CH:17]([F:19])[CH2:18][CH:13]2[CH2:12]1)=O)C1C=CC=CC=1.[H][H]. The catalyst is C(O)C.[Pd].CO. The product is [F:19][CH:17]1[CH2:18][CH:13]2[CH2:12][NH:11][CH2:15][CH:14]2[CH:16]1[OH:20]. The yield is 1.00.